This data is from Catalyst prediction with 721,799 reactions and 888 catalyst types from USPTO. The task is: Predict which catalyst facilitates the given reaction. Reactant: [CH2:1]([O:8][CH2:9][CH2:10][OH:11])[C:2]1[CH:7]=[CH:6][CH:5]=[CH:4][CH:3]=1.C(N(CC)CC)C.[Cl:19][C:20](Cl)([O:22]C(=O)OC(Cl)(Cl)Cl)Cl. Product: [Cl:19][C:20]([O:11][CH2:10][CH2:9][O:8][CH2:1][C:2]1[CH:7]=[CH:6][CH:5]=[CH:4][CH:3]=1)=[O:22]. The catalyst class is: 4.